This data is from CYP2D6 inhibition data for predicting drug metabolism from PubChem BioAssay. The task is: Regression/Classification. Given a drug SMILES string, predict its absorption, distribution, metabolism, or excretion properties. Task type varies by dataset: regression for continuous measurements (e.g., permeability, clearance, half-life) or binary classification for categorical outcomes (e.g., BBB penetration, CYP inhibition). Dataset: cyp2d6_veith. (1) The drug is CC(C)c1cc(C(F)(F)F)nc(NNc2nc(C(C)C)cc(C(F)(F)F)n2)n1. The result is 1 (inhibitor). (2) The drug is CN(C)c1ccc(-c2cc(N(C)Cc3ccco3)ncn2)cc1. The result is 1 (inhibitor). (3) The drug is C=CCNc1cnn(-c2ccc(C)cc2)c(=O)c1Cl. The result is 0 (non-inhibitor). (4) The drug is Cn1ccnc1. The result is 0 (non-inhibitor). (5) The molecule is CN(C)CCN1C(=O)CC[C@]2(C)C1=CC[C@@H]1[C@@H]2CC[C@]2(C)[C@H]1CC[C@]2(C)O. The result is 0 (non-inhibitor). (6) The compound is Cc1ccc(NC(C#N)c2ccccc2OCc2ccccc2)cc1. The result is 0 (non-inhibitor). (7) The drug is C[N+](C)(CCCOc1ccccc1)c1ccccc1.O=C(O)c1cc2ccccc2cc1[O-]. The result is 1 (inhibitor). (8) The drug is Cc1cc2nc(SCCOC(=O)Nc3ccc(Cl)cc3)nc(C)c2cc1C. The result is 1 (inhibitor). (9) The molecule is Cc1ccc2c(c1)N(CCC(=O)NCCN1CCOCC1)C(=O)CO2. The result is 0 (non-inhibitor). (10) The result is 0 (non-inhibitor). The compound is CCC(C)Nc1nc(OCC(F)(F)F)nc(OCC(F)(F)F)n1.